From a dataset of Forward reaction prediction with 1.9M reactions from USPTO patents (1976-2016). Predict the product of the given reaction. (1) Given the reactants [Cl:1][C:2]1[CH:7]=[C:6]([O:8][C:9]2[C:18]3[C:13](=[CH:14][C:15]([OH:21])=[C:16]([O:19][CH3:20])[CH:17]=3)[N:12]=[CH:11][N:10]=2)[CH:5]=[CH:4][C:3]=1[NH:22][C:23]([NH:25][CH2:26][CH2:27][CH3:28])=[O:24].C(=O)([O-])[O-].[K+].[K+].[Br:35][CH2:36][CH2:37][CH2:38]Br, predict the reaction product. The product is: [Br:35][CH2:36][CH2:37][CH2:38][O:21][C:15]1[CH:14]=[C:13]2[C:18]([C:9]([O:8][C:6]3[CH:5]=[CH:4][C:3]([NH:22][C:23]([NH:25][CH2:26][CH2:27][CH3:28])=[O:24])=[C:2]([Cl:1])[CH:7]=3)=[N:10][CH:11]=[N:12]2)=[CH:17][C:16]=1[O:19][CH3:20]. (2) Given the reactants [NH:1]1[C:9]2[C:4](=[C:5]([O:10][CH2:11][CH:12]3[O:14][CH2:13]3)[CH:6]=[CH:7][CH:8]=2)[CH:3]=[CH:2]1.[H-].[Na+].[S:17](Cl)([C:20]1[CH:26]=[CH:25][C:23]([CH3:24])=[CH:22][CH:21]=1)(=[O:19])=[O:18], predict the reaction product. The product is: [S:17]([N:1]1[C:9]2[C:4](=[C:5]([O:10][CH2:11][CH:12]3[O:14][CH2:13]3)[CH:6]=[CH:7][CH:8]=2)[CH:3]=[CH:2]1)([C:20]1[CH:26]=[CH:25][C:23]([CH3:24])=[CH:22][CH:21]=1)(=[O:19])=[O:18]. (3) The product is: [Cl:17][C:18]1[C:19]([Cl:31])=[C:20]([Cl:30])[C:21]([Cl:29])=[C:22]([C:27]([C:3]2[CH:4]=[C:5]3[C:10]4=[C:11]([CH2:12][CH2:13][CH2:14][CH2:15][N:9]4[CH2:8][CH2:7][CH2:6]3)[C:2]=2[OH:1])=[O:28])[C:23]=1[C:24]([OH:26])=[O:25]. Given the reactants [OH:1][C:2]1[C:11]2[CH2:12][CH2:13][CH2:14][CH2:15][N:9]3[C:10]=2[C:5]([C:6](=O)[CH2:7][CH2:8]3)=[CH:4][CH:3]=1.[Cl:17][C:18]1[C:19]([Cl:31])=[C:20]([Cl:30])[C:21]([Cl:29])=[C:22]2[C:27](=[O:28])[O:26][C:24](=[O:25])[C:23]=12, predict the reaction product. (4) The product is: [CH2:1]([O:3][C:4]1[N:12]=[C:11]([O:13][CH2:14][CH3:15])[CH:10]=[CH:9][C:5]=1[C:6]([O:8][CH2:22][CH3:23])=[O:7])[CH3:2]. Given the reactants [CH2:1]([O:3][C:4]1[N:12]=[C:11]([O:13][CH2:14][CH3:15])[CH:10]=[CH:9][C:5]=1[C:6]([OH:8])=[O:7])[CH3:2].C(=O)([O-])[O-].[Cs+].[Cs+].[CH2:22](I)[CH3:23], predict the reaction product. (5) Given the reactants [C:1]([SiH2:5][O:6][C:7]([CH3:28])([CH3:27])[C:8]1[CH:13]=[CH:12][C:11]([C:14]2[C:19]([F:20])=[C:18]([F:21])[C:17]([C:22]([OH:24])=O)=[C:16]([F:25])[C:15]=2[F:26])=[CH:10][CH:9]=1)([CH3:4])([CH3:3])[CH3:2].[CH3:29][O:30][C:31](=[O:41])[C:32]1[CH:37]=[C:36]([CH3:38])[CH:35]=[C:34]([NH2:39])[C:33]=1[NH2:40].CN(C(ON1N=NC2C=CC=NC1=2)=[N+](C)C)C.F[P-](F)(F)(F)(F)F.C(N(CC)C(C)C)(C)C, predict the reaction product. The product is: [CH3:29][O:30][C:31](=[O:41])[C:32]1[CH:37]=[C:36]([CH3:38])[CH:35]=[C:34]([NH:39][C:22]([C:17]2[C:18]([F:21])=[C:19]([F:20])[C:14]([C:11]3[CH:10]=[CH:9][C:8]([C:7]([CH3:28])([CH3:27])[O:6][SiH2:5][C:1]([CH3:3])([CH3:2])[CH3:4])=[CH:13][CH:12]=3)=[C:15]([F:26])[C:16]=2[F:25])=[O:24])[C:33]=1[NH2:40]. (6) Given the reactants C(O)(C(F)(F)F)=O.[O:8]=[C:9]1[S:13][N:12]=[C:11]([C:14]2[CH:19]=[CH:18][C:17]([NH:20]C(=O)OC(C)(C)C)=[CH:16][CH:15]=2)[NH:10]1, predict the reaction product. The product is: [NH2:20][C:17]1[CH:16]=[CH:15][C:14]([C:11]2[NH:10][C:9](=[O:8])[S:13][N:12]=2)=[CH:19][CH:18]=1.